Dataset: Full USPTO retrosynthesis dataset with 1.9M reactions from patents (1976-2016). Task: Predict the reactants needed to synthesize the given product. (1) The reactants are: [CH2:1]([C:5]1[N:6]=[C:7]([CH3:33])[N:8]([C:27]2[CH:32]=[CH:31][CH:30]=[CH:29][N:28]=2)[C:9](=[O:26])[C:10]=1[CH2:11][C:12]1[CH:17]=[CH:16][C:15]([C:18]2[C:19]([C:24]#[N:25])=[CH:20][CH:21]=[CH:22][CH:23]=2)=[CH:14][CH:13]=1)[CH2:2][CH2:3][CH3:4].C[Si]([N:38]=[N+:39]=[N-:40])(C)C.C([Sn](=O)CCCC)CCC. Given the product [NH:38]1[C:24]([C:19]2[CH:20]=[CH:21][CH:22]=[CH:23][C:18]=2[C:15]2[CH:14]=[CH:13][C:12]([CH2:11][C:10]3[C:9](=[O:26])[N:8]([C:27]4[CH:32]=[CH:31][CH:30]=[CH:29][N:28]=4)[C:7]([CH3:33])=[N:6][C:5]=3[CH2:1][CH2:2][CH2:3][CH3:4])=[CH:17][CH:16]=2)=[N:25][N:40]=[N:39]1, predict the reactants needed to synthesize it. (2) Given the product [C:19]([C:17]1[S:16][C:15]([NH:22][C:41](=[O:42])[C:40]2[CH:44]=[CH:45][C:37]([F:36])=[CH:38][CH:39]=2)=[C:14]([S:11](=[O:13])(=[O:12])[N:10]([CH2:9][CH:8]([C:5]2[CH:4]=[CH:3][C:2]([F:1])=[CH:7][CH:6]=2)[OH:24])[CH3:23])[CH:18]=1)(=[O:21])[CH3:20], predict the reactants needed to synthesize it. The reactants are: [F:1][C:2]1[CH:7]=[CH:6][C:5]([CH:8]([OH:24])[CH2:9][N:10]([CH3:23])[S:11]([C:14]2[CH:18]=[C:17]([C:19](=[O:21])[CH3:20])[S:16][C:15]=2[NH2:22])(=[O:13])=[O:12])=[CH:4][CH:3]=1.[OH-].[Na+].FC1C=CC(CCl)=CC=1.[F:36][C:37]1[CH:45]=[CH:44][C:40]([C:41](Cl)=[O:42])=[CH:39][CH:38]=1. (3) Given the product [CH:17]1([C@H:23]2[CH2:27][N:26]([C:28]([O:30][C:31]([CH3:32])([CH3:33])[CH3:34])=[O:29])[C@H:25]([C@H:35]([C:15]3[C:14]([Cl:16])=[CH:13][N:12]=[CH:11][C:10]=3[Cl:9])[OH:36])[CH2:24]2)[CH2:18][CH2:19][CH2:20][CH2:21][CH2:22]1, predict the reactants needed to synthesize it. The reactants are: C([N-]C(C)C)(C)C.[Li+].[Cl:9][C:10]1[CH:11]=[N:12][CH:13]=[C:14]([Cl:16])[CH:15]=1.[CH:17]1([C@H:23]2[CH2:27][N:26]([C:28]([O:30][C:31]([CH3:34])([CH3:33])[CH3:32])=[O:29])[C@H:25]([CH:35]=[O:36])[CH2:24]2)[CH2:22][CH2:21][CH2:20][CH2:19][CH2:18]1.N1CCCC1. (4) Given the product [F:10][C:3]1[C:2]([F:1])=[CH:7][C:6]([S:41][C:42]2[N:43]([CH2:52][C:53]3[CH:58]=[CH:57][C:56]([O:59][CH3:60])=[CH:55][CH:54]=3)[C:44]3[CH:49]=[CH:48][N:47]=[C:46]([NH2:50])[C:45]=3[N:51]=2)=[C:5]([I:9])[CH:4]=1, predict the reactants needed to synthesize it. The reactants are: [F:1][C:2]1[CH:7]=[C:6](I)[C:5]([I:9])=[CH:4][C:3]=1[F:10].CC([O-])(C)C.[Na+].CC1C=CC2C=CC3C=CC(C)=NC=3C=2N=1.O.FC1C=CC(I)=C([S:41][C:42]2[N:43]([CH2:52][C:53]3[CH:58]=[CH:57][C:56]([O:59][CH3:60])=[CH:55][CH:54]=3)[C:44]3[CH:49]=[CH:48][N:47]=[C:46]([NH2:50])[C:45]=3[N:51]=2)C=1. (5) Given the product [OH:20][CH2:21][C:22]1[CH:23]=[CH:24][C:25]([CH2:28][N:29]2[C:34](=[O:35])[C:33]([CH2:36][C:37]3[CH:42]=[CH:41][C:40]([C:43]4[CH:48]=[CH:47][CH:46]=[CH:45][C:44]=4[C:49]4[NH:3][C:4](=[O:7])[O:5][N:50]=4)=[CH:39][CH:38]=3)=[C:32]([CH2:51][CH2:52][CH3:53])[N:31]=[C:30]2[CH3:54])=[N:26][CH:27]=1, predict the reactants needed to synthesize it. The reactants are: [Cl-].O[NH3+:3].[C:4](=[O:7])([O-])[OH:5].[Na+].CS(C)=O.[Si]([O:20][CH2:21][C:22]1[CH:23]=[CH:24][C:25]([CH2:28][N:29]2[C:34](=[O:35])[C:33]([CH2:36][C:37]3[CH:42]=[CH:41][C:40]([C:43]4[C:44]([C:49]#[N:50])=[CH:45][CH:46]=[CH:47][CH:48]=4)=[CH:39][CH:38]=3)=[C:32]([CH2:51][CH2:52][CH3:53])[N:31]=[C:30]2[CH3:54])=[N:26][CH:27]=1)(C(C)(C)C)(C)C.